Dataset: Experimentally validated miRNA-target interactions with 360,000+ pairs, plus equal number of negative samples. Task: Binary Classification. Given a miRNA mature sequence and a target amino acid sequence, predict their likelihood of interaction. (1) The miRNA is hsa-miR-4299 with sequence GCUGGUGACAUGAGAGGC. The protein sequence of the target gene is MGYARKVGWVTAGLVIGAGACYCIYRLTRGRKQNKEKMAEGGSGDVDDAGDCSGARYNDWSDDDDDSNESKSIVWYPPWARIGTEAGTRARARARARATRARRAVQKRASPNSDDTVLSPQELQKVLCLVEMSEKPYILEAALIALGNNAAYAFNRDIIRDLGGLPIVAKILNTRDPIVKEKALIVLNNLSVNAENQRRLKVYMNQVCDDTITSRLNSSVQLAGLRLLTNMTVTNEYQHMLANSISDFFRLFSAGNEETKLQVLKLLLNLAENPAMTRELLRAQVPSSLGSLFNKKENKE.... Result: 0 (no interaction). (2) The miRNA is hsa-miR-6799-3p with sequence UGCCCUGCAUGGUGUCCCCACAG. The protein sequence of the target gene is MLKSRLRMFLNELKLLVLTGGGRPRAEPQPRGGRGGGCGWAPFAGCSTRDGDGDEEEYYGSEPRARGLAGDKEPRAGPLPPPAPPLPPPGALDALSLSSSLDSGLRTPQCRICFQGPEQGELLSPCRCDGSVRCTHQPCLIRWISERGSWSCELCYFKYQVLAISTKNPLQWQAISLTVIEKVQIAAIVLGSLFLVASISWLIWSSLSPSAKWQRQDLLFQICYGMYGFMDVVCIGLIIHEGSSVYRIFKRWQAVNQQWKVLNYDKTKDIGGDAGGGTAGKSGPRNSRTGPTSGATSRPP.... Result: 1 (interaction). (3) The miRNA is hsa-miR-146b-5p with sequence UGAGAACUGAAUUCCAUAGGCUG. The protein sequence of the target gene is MRPSGTARTTLLVLLTALCAAGGALEEKKVCQGTSNRLTQLGTFEDHFLSLQRMYNNCEVVLGNLEITYVQRNYDLSFLKTIQEVAGYVLIALNTVERIPLENLQIIRGNALYENTYALAILSNYGTNRTGLRELPMRNLQEILIGAVRFSNNPILCNMDTIQWRDIVQNVFMSNMSMDLQSHPSSCPKCDPSCPNGSCWGGGEENCQKLTKIICAQQCSHRCRGRSPSDCCHNQCAAGCTGPRESDCLVCQKFQDEATCKDTCPPLMLYNPTTYQMDVNPEGKYSFGATCVKKCPRNYV.... Result: 0 (no interaction). (4) The miRNA is hsa-miR-7150 with sequence CUGGCAGGGGGAGAGGUA. The protein sequence of the target gene is MAMAQKLSHLLPSLRQVIQEPQLSLQPEPVFTVDRAEVPPLFWKPYIYAGYRPLHQTWRFYFRTLFQQHNEAVNVWTHLLAALVLLLRLALFVETVDFWGDPHALPLFIIVLASFTYLSFSALAHLLQAKSEFWHYSFFFLDYVGVAVYQFGSALAHFYYAIEPAWHAQVQAVFLPMAAFLAWLSCIGSCYNKYIQKPGLLGRTCQEVPSVLAYALDISPVVHRIFVSSDPTTDDPALLYHKCQVVFFLLAAAFFSTFMPERWFPGSCHVFGQGHQLFHIFLVLCTLAQLEAVALDYEAR.... Result: 0 (no interaction).